Dataset: Reaction yield outcomes from USPTO patents with 853,638 reactions. Task: Predict the reaction yield, written as a fraction of the theoretical maximum amount of product (1.0 means a 100% yield; for example, 0.34 means a 34% yield). (1) The reactants are Cl[C:2]1[N:11]=[C:10]([C:12]2[CH:13]=[C:14]([CH:19]([C:21]3[S:22][CH:23]=[CH:24][N:25]=3)[OH:20])[CH:15]=[CH:16][C:17]=2[F:18])[C:9]2[C:4](=[CH:5][C:6]([N:26]3[CH2:31][CH2:30][O:29][CH2:28][CH2:27]3)=[CH:7][CH:8]=2)[N:3]=1.C1(P(C2C=CC=CC=2)C2C=CC=CN=2)C=CC=CC=1.CCN(C(C)C)C(C)C.[CH2:60]([Si:62]([CH2:67][CH3:68])([CH2:65][CH3:66])[C:63]#[CH:64])[CH3:61].[Cl-].[Na+]. The catalyst is O=O.Cl[Pd](Cl)([P](C1C=CC=CC=1)(C1C=CC=CC=1)C1C=CC=CC=1)[P](C1C=CC=CC=1)(C1C=CC=CC=1)C1C=CC=CC=1.O.C(OCC)(=O)C. The product is [F:18][C:17]1[CH:16]=[CH:15][C:14]([CH:19]([C:21]2[S:22][CH:23]=[CH:24][N:25]=2)[OH:20])=[CH:13][C:12]=1[C:10]1[C:9]2[C:4](=[CH:5][C:6]([N:26]3[CH2:31][CH2:30][O:29][CH2:28][CH2:27]3)=[CH:7][CH:8]=2)[N:3]=[C:2]([C:61]#[C:60][Si:62]([CH2:67][CH3:68])([CH2:65][CH3:66])[CH2:63][CH3:64])[N:11]=1. The yield is 0.500. (2) The reactants are Br.Br[C:3]1[CH:14]=[N:13][C:6]2[NH:7][CH2:8][CH2:9][N:10]([CH3:12])[CH2:11][C:5]=2[CH:4]=1.[C:15]([O:19][C:20]([CH3:23])([CH3:22])[CH3:21])(=[O:18])[CH:16]=[CH2:17]. No catalyst specified. The product is [C:20]([O:19][C:15](=[O:18])[CH:16]=[CH:17][C:3]1[CH:14]=[N:13][C:6]2[NH:7][CH2:8][CH2:9][N:10]([CH3:12])[CH2:11][C:5]=2[CH:4]=1)([CH3:23])([CH3:22])[CH3:21]. The yield is 0.550. (3) The reactants are [C:1]([O:11][CH2:12][CH3:13])(=[O:10])[CH:2]=[CH:3][CH2:4][C:5]([O:7][CH2:8][CH3:9])=[O:6].[Cl:14][C:15]1[CH:16]=[C:17](I)[CH:18]=[CH:19][CH:20]=1.C([O-])(=O)C.[Na+].O. The catalyst is CN(C=O)C.C([O-])(=O)C.[Pd+2].C([O-])(=O)C. The product is [Cl:14][C:15]1[CH:20]=[C:19](/[C:3](/[CH2:4][C:5]([O:7][CH2:8][CH3:9])=[O:6])=[CH:2]/[C:1]([O:11][CH2:12][CH3:13])=[O:10])[CH:18]=[CH:17][CH:16]=1. The yield is 0.200. (4) The reactants are [H-].[Na+].[NH:3]1[C:11]2[C:6](=[CH:7][CH:8]=[CH:9][CH:10]=2)[CH:5]=[CH:4]1.Br[CH2:13][CH2:14][Cl:15].O. The catalyst is CCCCC.CN(C=O)C. The product is [Cl:15][CH2:14][CH2:13][N:3]1[C:11]2[C:6](=[CH:7][CH:8]=[CH:9][CH:10]=2)[CH:5]=[CH:4]1. The yield is 0.800.